This data is from Catalyst prediction with 721,799 reactions and 888 catalyst types from USPTO. The task is: Predict which catalyst facilitates the given reaction. Reactant: [Br:1][C:2]1[CH:3]=[CH:4][C:5]([O:15][C:16]2[CH:17]=[N:18][C:19]([Cl:22])=[CH:20][CH:21]=2)=[C:6]([CH:14]=1)[C:7](N(CC)CC)=[O:8].[Li+].CC([N-]C(C)C)C. Product: [Br:1][C:2]1[CH:14]=[C:6]2[C:5](=[CH:4][CH:3]=1)[O:15][C:16]1[CH:17]=[N:18][C:19]([Cl:22])=[CH:20][C:21]=1[C:7]2=[O:8]. The catalyst class is: 1.